This data is from Full USPTO retrosynthesis dataset with 1.9M reactions from patents (1976-2016). The task is: Predict the reactants needed to synthesize the given product. Given the product [CH2:25]1[CH2:3][O:4][C:5]2([CH2:22][CH2:21][C:20]3[C:19]4[C@H:10]([C@H:11]5[C@@:15]([CH2:17][CH:18]=4)([CH3:16])[CH:14]([OH:23])[CH2:13][CH2:12]5)[CH2:9][CH2:8][C:7]=3[CH2:6]2)[O:24]1, predict the reactants needed to synthesize it. The reactants are: [BH4-].[Na+].[CH2:3]1[CH2:25][O:24][C:5]2([CH2:22][CH2:21][C:20]3[C:19]4[C@H:10]([C@H:11]5[C@@:15]([CH2:17][CH:18]=4)([CH3:16])[C:14](=[O:23])[CH2:13][CH2:12]5)[CH2:9][CH2:8][C:7]=3[CH2:6]2)[O:4]1.CC(C)=O.[Cl-].[Na+].